Dataset: Forward reaction prediction with 1.9M reactions from USPTO patents (1976-2016). Task: Predict the product of the given reaction. (1) Given the reactants [O:1]=[C:2]1[N:7]([C@H:8]2[C:16]3[C:11](=[C:12]([C:17]([F:20])([F:19])[F:18])[CH:13]=[CH:14][CH:15]=3)[CH2:10][CH2:9]2)[C:6](=[O:21])[C:5]([C:22]([OH:24])=O)=[CH:4][N:3]1[C:25]1[CH:30]=[CH:29][C:28]([N:31]2[CH2:35][CH2:34][O:33][C:32]2=[O:36])=[CH:27][CH:26]=1.[F:37][C:38]([F:44])([F:43])[S:39]([NH2:42])(=[O:41])=[O:40], predict the reaction product. The product is: [O:1]=[C:2]1[N:7]([C@H:8]2[C:16]3[C:11](=[C:12]([C:17]([F:18])([F:19])[F:20])[CH:13]=[CH:14][CH:15]=3)[CH2:10][CH2:9]2)[C:6](=[O:21])[C:5]([C:22]([NH:42][S:39]([C:38]([F:44])([F:43])[F:37])(=[O:41])=[O:40])=[O:24])=[CH:4][N:3]1[C:25]1[CH:30]=[CH:29][C:28]([N:31]2[CH2:35][CH2:34][O:33][C:32]2=[O:36])=[CH:27][CH:26]=1. (2) Given the reactants [CH:1]1([NH:7][C:8]([C@H:10]2[CH2:15][CH2:14][CH2:13][C@@H:12]([OH:16])[CH2:11]2)=[O:9])[CH2:6][CH2:5][CH2:4][CH2:3][CH2:2]1.[Cl:17][C:18]1[CH:23]=[CH:22][C:21](O)=[CH:20][CH:19]=1.C1(P(C2C=CC=CC=2)C2C=CC=CC=2)C=CC=CC=1.N(C(OC(C)C)=O)=NC(OC(C)C)=O, predict the reaction product. The product is: [Cl:17][C:18]1[CH:23]=[CH:22][C:21]([O:16][CH:12]2[CH2:13][CH2:14][CH2:15][CH:10]([C:8]([NH:7][CH:1]3[CH2:6][CH2:5][CH2:4][CH2:3][CH2:2]3)=[O:9])[CH2:11]2)=[CH:20][CH:19]=1. (3) Given the reactants [CH3:1][C:2]([S@:5]([NH2:7])=[O:6])([CH3:4])[CH3:3].[F:8][C:9]([F:21])([F:20])[C:10]1[CH:18]=[C:17]2[C:13]([CH2:14][CH2:15][C:16]2=O)=[CH:12][CH:11]=1, predict the reaction product. The product is: [CH3:1][C:2]([S@:5]([N:7]=[C:16]1[C:17]2[C:13](=[CH:12][CH:11]=[C:10]([C:9]([F:8])([F:20])[F:21])[CH:18]=2)[CH2:14][CH2:15]1)=[O:6])([CH3:4])[CH3:3]. (4) Given the reactants [CH3:1][O:2][C:3](=[O:17])[C:4]1[CH:9]=[C:8]([CH3:10])[C:7]([N+:11]([O-:13])=[O:12])=[CH:6][C:5]=1[N+:14]([O-:16])=[O:15].CO[CH:20](OC)[N:21]([CH3:23])[CH3:22], predict the reaction product. The product is: [CH3:1][O:2][C:3](=[O:17])[C:4]1[CH:9]=[C:8]([CH:10]=[CH:20][N:21]([CH3:23])[CH3:22])[C:7]([N+:11]([O-:13])=[O:12])=[CH:6][C:5]=1[N+:14]([O-:16])=[O:15]. (5) The product is: [Br:1][C:2]1[CH:9]=[CH:8][CH:7]=[CH:6][C:3]=1[CH2:4][NH:5][C:16]1[CH:17]=[N:18][CH:19]=[CH:11][C:12]=1[C:13]([OH:15])=[O:14]. Given the reactants [Br:1][C:2]1[CH:9]=[CH:8][CH:7]=[CH:6][C:3]=1[CH2:4][NH2:5].F[C:11]1[CH:19]=[N:18][CH:17]=[CH:16][C:12]=1[C:13]([OH:15])=[O:14], predict the reaction product. (6) Given the reactants C1N2CN3[CH2:10][N:4](C2)CN1C3.BrC[C:13]([C:15]1[CH:20]=[C:19]([Cl:21])[CH:18]=[CH:17][C:16]=1[O:22][CH:23]([CH3:25])[CH3:24])=[O:14].Cl, predict the reaction product. The product is: [ClH:21].[NH2:4][CH2:10][C:13]([C:15]1[CH:20]=[C:19]([Cl:21])[CH:18]=[CH:17][C:16]=1[O:22][CH:23]([CH3:25])[CH3:24])=[O:14]. (7) Given the reactants N1(C(O[CH:9]2[CH:16]3[CH:12]([O:13][C:14]([CH3:18])([CH3:17])[O:15]3)[O:11][CH:10]2[CH2:19][O:20][C:21](=[O:28])[C:22]2[CH:27]=[CH:26][CH:25]=[CH:24][CH:23]=2)=S)C=CN=C1.CCCC[SnH](CCCC)CCCC.CC(N=NC(C#N)(C)C)(C#N)C, predict the reaction product. The product is: [CH3:17][C:14]1([CH3:18])[O:13][CH:12]2[O:11][CH:10]([CH2:19][O:20][C:21](=[O:28])[C:22]3[CH:27]=[CH:26][CH:25]=[CH:24][CH:23]=3)[CH2:9][CH:16]2[O:15]1. (8) Given the reactants [CH3:1][O:2][C:3]1[CH:8]=[CH:7][C:6]([CH2:9]O)=[C:5]([N+:11]([O-:13])=[O:12])[CH:4]=1.P(Cl)(Cl)(Cl)(Cl)[Cl:15], predict the reaction product. The product is: [Cl:15][CH2:9][C:6]1[CH:7]=[CH:8][C:3]([O:2][CH3:1])=[CH:4][C:5]=1[N+:11]([O-:13])=[O:12].